This data is from Catalyst prediction with 721,799 reactions and 888 catalyst types from USPTO. The task is: Predict which catalyst facilitates the given reaction. Reactant: [F:1][C:2]1[CH:7]=[C:6]([I:8])[CH:5]=[CH:4][C:3]=1[N:9]1[C:14]2[N:15]([CH3:32])[C:16](=[O:31])[CH:17]=[C:18]([O:19][C:20]3[C:21]([CH3:30])=[C:22]([CH:27]=[CH:28][CH:29]=3)[C:23]([O:25]C)=[O:24])[C:13]=2[C:12](=[O:33])[N:11]([CH2:34][C:35]2[CH:40]=[CH:39][C:38]([O:41][CH3:42])=[CH:37][CH:36]=2)C1=O.[OH-].[Li+].C(OCC)(=O)C. Product: [F:1][C:2]1[CH:7]=[C:6]([I:8])[CH:5]=[CH:4][C:3]=1[NH:9][C:14]1[N:15]([CH3:32])[C:16](=[O:31])[CH:17]=[C:18]([O:19][C:20]2[C:21]([CH3:30])=[C:22]([CH:27]=[CH:28][CH:29]=2)[C:23]([OH:25])=[O:24])[C:13]=1[C:12](=[O:33])[NH:11][CH2:34][C:35]1[CH:40]=[CH:39][C:38]([O:41][CH3:42])=[CH:37][CH:36]=1. The catalyst class is: 30.